This data is from Full USPTO retrosynthesis dataset with 1.9M reactions from patents (1976-2016). The task is: Predict the reactants needed to synthesize the given product. (1) Given the product [S:10]1[CH:11]=[CH:12][CH:13]=[C:9]1[C:7]([C:6]1[CH:5]=[N:4][N:3]2[C:18]([C:20]3[CH:21]=[C:22]([CH:27]=[CH:28][CH:29]=3)[C:23]([O:25][CH3:26])=[O:24])=[CH:17][CH:16]=[N:1][C:2]=12)=[O:8], predict the reactants needed to synthesize it. The reactants are: [NH2:1][C:2]1[C:6]([C:7]([C:9]2[S:10][CH:11]=[CH:12][CH:13]=2)=[O:8])=[CH:5][NH:4][N:3]=1.CN(C)[CH:16]=[CH:17][C:18]([C:20]1[CH:21]=[C:22]([CH:27]=[CH:28][CH:29]=1)[C:23]([O:25][CH3:26])=[O:24])=O. (2) Given the product [F:1][C:2]([F:11])([CH3:10])/[CH:3]=[CH:4]/[C:5]([OH:7])=[O:6], predict the reactants needed to synthesize it. The reactants are: [F:1][C:2]([F:11])([CH3:10])/[CH:3]=[CH:4]/[C:5]([O:7]CC)=[O:6].[OH-].[Na+].Cl. (3) Given the product [CH3:16][O:15][CH2:14][O:13][C:9]1[CH:10]=[C:11]([CH3:12])[C:2]([CH:18]=[CH2:19])=[C:3]2[C:8]=1[NH:7][C:6](=[O:17])[CH:5]=[CH:4]2, predict the reactants needed to synthesize it. The reactants are: Br[C:2]1[C:11]([CH3:12])=[CH:10][C:9]([O:13][CH2:14][O:15][CH3:16])=[C:8]2[C:3]=1[CH:4]=[CH:5][C:6](=[O:17])[NH:7]2.[CH2:18](C([Sn])=C(CCCC)CCCC)[CH2:19]CC. (4) Given the product [NH2:18][C@@H:19]([C:43]1[CH:44]=[CH:45][CH:46]=[CH:47][CH:48]=1)[C:20]1[N:29]([CH2:30][CH2:31][CH2:32][NH:33][C:34](=[O:40])[O:35][C:36]([CH3:39])([CH3:38])[CH3:37])[C:28](=[O:41])[C:27]2[C:22](=[CH:23][CH:24]=[CH:25][C:26]=2[Cl:42])[N:21]=1, predict the reactants needed to synthesize it. The reactants are: C1C2C(COC([NH:18][C@@H:19]([C:43]3[CH:48]=[CH:47][CH:46]=[CH:45][CH:44]=3)[C:20]3[N:29]([CH2:30][CH2:31][CH2:32][NH:33][C:34](=[O:40])[O:35][C:36]([CH3:39])([CH3:38])[CH3:37])[C:28](=[O:41])[C:27]4[C:22](=[CH:23][CH:24]=[CH:25][C:26]=4[Cl:42])[N:21]=3)=O)C3C(=CC=CC=3)C=2C=CC=1.N1CCCCC1.